Task: Predict the reactants needed to synthesize the given product.. Dataset: Full USPTO retrosynthesis dataset with 1.9M reactions from patents (1976-2016) (1) Given the product [CH3:31][O:30][C:27]1[CH:28]=[C:29]2[C:24](=[CH:25][C:26]=1[O:32][CH3:33])[N:23]=[CH:22][CH:21]=[C:20]2[O:19][C:18]1[C:13]([C:41]2[CH:42]=[C:37]([CH:38]=[CH:39][CH:40]=2)[C:35]#[N:36])=[N:14][C:15]([CH3:34])=[CH:16][CH:17]=1, predict the reactants needed to synthesize it. The reactants are: CN(C)C=O.C(=O)([O-])[O-].[K+].[K+].I[C:13]1[C:18]([O:19][C:20]2[C:29]3[C:24](=[CH:25][C:26]([O:32][CH3:33])=[C:27]([O:30][CH3:31])[CH:28]=3)[N:23]=[CH:22][CH:21]=2)=[CH:17][CH:16]=[C:15]([CH3:34])[N:14]=1.[C:35]([C:37]1[CH:38]=[C:39](B(O)O)[CH:40]=[CH:41][CH:42]=1)#[N:36]. (2) Given the product [O:1]=[C:6]([NH:57][C:58]1[NH:59][N:60]=[CH:61][CH:62]=1)[C:7]([C@@H:9]([NH:14][C:15](=[O:37])[O:16][C@H:17]([C:22]1[O:23][C:24]([C:27]2[CH:32]=[CH:31][C:30]([C:33]([F:34])([F:36])[F:35])=[CH:29][CH:28]=2)=[N:25][N:26]=1)[C:18]([CH3:20])([CH3:21])[CH3:19])[CH2:10][CH2:11][CH2:12][CH3:13])=[O:8], predict the reactants needed to synthesize it. The reactants are: [O:1]=[O+][O-].C([C:6](=P(C1C=CC=CC=1)(C1C=CC=CC=1)C1C=CC=CC=1)[C:7]([C@@H:9]([NH:14][C:15](=[O:37])[O:16][C@H:17]([C:22]1[O:23][C:24]([C:27]2[CH:32]=[CH:31][C:30]([C:33]([F:36])([F:35])[F:34])=[CH:29][CH:28]=2)=[N:25][N:26]=1)[C:18]([CH3:21])([CH3:20])[CH3:19])[CH2:10][CH2:11][CH2:12][CH3:13])=[O:8])#N.[NH2:57][C:58]1[CH:62]=[CH:61][NH:60][N:59]=1. (3) Given the product [Cl:15][CH2:9][C:6]1[CH:7]=[CH:8][C:3]([O:2][CH3:1])=[C:4]([CH3:12])[C:5]=1[CH3:11], predict the reactants needed to synthesize it. The reactants are: [CH3:1][O:2][C:3]1[CH:8]=[CH:7][C:6]([CH2:9]O)=[C:5]([CH3:11])[C:4]=1[CH3:12].O=S(Cl)[Cl:15]. (4) The reactants are: [Br:1][C:2]1[CH:10]=[C:9]2[C:5]([CH2:6][CH2:7][NH:8]2)=[CH:4][CH:3]=1.CCN(C(C)C)C(C)C.Cl[CH2:21][CH2:22][S:23](Cl)(=[O:25])=[O:24]. Given the product [Br:1][C:2]1[CH:10]=[C:9]2[C:5]([CH2:6][CH2:7][N:8]2[S:23]([CH:22]=[CH2:21])(=[O:25])=[O:24])=[CH:4][CH:3]=1, predict the reactants needed to synthesize it.